Dataset: hERG Central: cardiac toxicity at 1µM, 10µM, and general inhibition. Task: Predict hERG channel inhibition at various concentrations. (1) The compound is Cn1c(SCc2cc(=O)n3cc(Br)ccc3n2)nnc1C1COc2ccccc2O1. Results: hERG_inhib (hERG inhibition (general)): blocker. (2) The compound is N=c1c(C(=O)NCCc2ccccc2)cc2c(=O)n3ccccc3nc2n1Cc1ccco1. Results: hERG_inhib (hERG inhibition (general)): blocker. (3) The molecule is Cc1cc(NCCN2CCOCC2)c2ccc3ccccc3c2n1. Results: hERG_inhib (hERG inhibition (general)): blocker. (4) The molecule is Cc1ccc(C)c(-c2cc(C(=O)NC3CC3)c3ccccc3n2)c1. Results: hERG_inhib (hERG inhibition (general)): blocker. (5) The molecule is Cc1cc(NCc2ccccc2)c2ccccc2n1.Cl. Results: hERG_inhib (hERG inhibition (general)): blocker.